This data is from Full USPTO retrosynthesis dataset with 1.9M reactions from patents (1976-2016). The task is: Predict the reactants needed to synthesize the given product. (1) Given the product [CH2:3]([C:15]1[C:14]([O:13][CH3:12])=[CH:23][CH:22]=[C:21]2[C:16]=1[CH:17]=[CH:18][CH:19]=[N:20]2)[CH:2]=[CH2:11], predict the reactants needed to synthesize it. The reactants are: O[C:2]1[CH:3]=C2C(=C[CH:11]=1)N=CC=C2.[CH3:12][O:13][C:14]1[CH:15]=[C:16]2[C:21](=[CH:22][C:23]=1CCN1CCC(N3C4C(=CC=C(C(N)=O)C=4)C=C3)CC1)[N:20](C)[CH2:19][CH2:18][CH2:17]2.C(N1C2C(=CC(OC)=C(CCN3CCC(N4C5C(=CC=C(C(N)=O)C=5)C=C4)CC3)C=2)CCC1)(=O)C. (2) Given the product [Cl:23][C:21]1[CH:20]=[CH:19][C:18]([O:24][CH3:25])=[C:17]([S:14]([N:10]2[C:9]3[CH:26]=[C:5]([C:3]([OH:4])=[O:2])[CH:6]=[CH:7][C:8]=3[O:13][CH2:12][CH2:11]2)(=[O:15])=[O:16])[CH:22]=1, predict the reactants needed to synthesize it. The reactants are: C[O:2][C:3]([C:5]1[CH:6]=[CH:7][C:8]2[O:13][CH2:12][CH2:11][N:10]([S:14]([C:17]3[CH:22]=[C:21]([Cl:23])[CH:20]=[CH:19][C:18]=3[O:24][CH3:25])(=[O:16])=[O:15])[C:9]=2[CH:26]=1)=[O:4].[OH-].[Na+]. (3) Given the product [CH2:12]([O:11][C:9]([NH:19][CH2:20][C:21]([N:5]([CH2:4][CH:3]([O:7][CH3:8])[O:2][CH3:1])[CH3:6])=[O:23])=[O:10])[C:13]1[CH:14]=[CH:15][CH:16]=[CH:17][CH:18]=1, predict the reactants needed to synthesize it. The reactants are: [CH3:1][O:2][CH:3]([O:7][CH3:8])[CH2:4][NH:5][CH3:6].[C:9]([NH:19][CH2:20][C:21]([OH:23])=O)([O:11][CH2:12][C:13]1[CH:18]=[CH:17][CH:16]=[CH:15][CH:14]=1)=[O:10].C(Cl)CCl.C1C=CC2N(O)N=NC=2C=1.C(N(CC)C(C)C)(C)C. (4) Given the product [CH3:36][C:35]1[C:30]([N:27]2[CH2:26][CH2:25][N:24]([C:22]([C:11]3[CH:12]=[CH:13][C:14]([N:16]4[CH2:20][CH2:19][CH2:18][C:17]4=[O:21])=[CH:15][C:10]=3[C:9]([NH:50][CH2:49][CH2:48][O:47][CH3:46])=[O:38])=[O:23])[CH2:29][CH2:28]2)=[N:31][CH:32]=[C:33]([CH3:37])[CH:34]=1, predict the reactants needed to synthesize it. The reactants are: C(OC(N(C(OC(C)(C)C)=O)[C:9](=[O:38])[C:10]1[CH:15]=[C:14]([N:16]2[CH2:20][CH2:19][CH2:18][C:17]2=[O:21])[CH:13]=[CH:12][C:11]=1[C:22]([N:24]1[CH2:29][CH2:28][N:27]([C:30]2[C:35]([CH3:36])=[CH:34][C:33]([CH3:37])=[CH:32][N:31]=2)[CH2:26][CH2:25]1)=[O:23])=O)(C)(C)C.[CH3:46][O:47][CH2:48][CH2:49][NH2:50].